From a dataset of Reaction yield outcomes from USPTO patents with 853,638 reactions. Predict the reaction yield, written as a fraction of the theoretical maximum amount of product (1.0 means a 100% yield; for example, 0.34 means a 34% yield). (1) The reactants are [Br:1][C:2]1[CH:7]=[CH:6][C:5]([C:8](=O)[CH2:9][C:10]2[CH:15]=[CH:14][N:13]=[CH:12][CH:11]=2)=[CH:4][CH:3]=1.Cl.[CH:18](=[NH:20])[NH2:19].[Na].[CH3:22]C[O-].[Na+]. The catalyst is CN(C(OC)OC)C.CCO. The product is [Br:1][C:2]1[CH:7]=[CH:6][C:5]([C:8]2[C:9]([C:10]3[CH:15]=[CH:14][N:13]=[CH:12][CH:11]=3)=[CH:22][N:19]=[CH:18][N:20]=2)=[CH:4][CH:3]=1. The yield is 0.270. (2) The reactants are [ClH:1].CC(C1C=C(C=C(C(C)(C)C)C=1O)C(NC1C=CC([NH:18][C:19]([C:21]2[S:22][CH:23]=[CH:24][CH:25]=2)=N)=CC=1)=O)(C)C.CC(C1C=C([C:49](=[CH2:61])[C:50]([NH:52][C:53]2[CH:58]=[CH:57][C:56]([OH:59])=[C:55]([NH2:60])[CH:54]=2)=[O:51])C=C(C(C)(C)C)C=1O)(C)C.[CH3:62][C:63]([C:66]1[CH:67]=[C:68]([CH:79]=[C:80]([C:83]([CH3:86])([CH3:85])[CH3:84])[C:81]=1[OH:82])C(NC1C=CC(N)=CC=1)=O)([CH3:65])[CH3:64]. No catalyst specified. The product is [ClH:1].[CH3:86][C:83]([C:80]1[CH:79]=[C:68]([CH:61]=[CH:49][C:50]([NH:52][C:53]2[CH:58]=[CH:57][C:56]([OH:59])=[C:55]([NH:60][C:19]([C:21]3[S:22][CH:23]=[CH:24][CH:25]=3)=[NH:18])[CH:54]=2)=[O:51])[CH:67]=[C:66]([C:63]([CH3:64])([CH3:65])[CH3:62])[C:81]=1[OH:82])([CH3:85])[CH3:84]. The yield is 0.620. (3) The reactants are [CH2:1]([C:5]1[N:6]=[C:7]([CH3:27])[NH:8][C:9](=[O:26])[C:10]=1[CH2:11][C:12]1[CH:17]=[CH:16][C:15]([C:18]2[C:19]([C:24]#[N:25])=[CH:20][CH:21]=[CH:22][CH:23]=2)=[CH:14][CH:13]=1)[CH2:2][CH2:3][CH3:4].C(=O)([O-])[O-].[Cs+].[Cs+].I[CH2:35][C:36]([CH3:39])([CH3:38])[CH3:37].CN(C)C(=O)C. The catalyst is C(OCC)(=O)C. The product is [CH2:1]([C:5]1[N:6]=[C:7]([CH3:27])[N:8]([CH2:35][C:36]([CH3:39])([CH3:38])[CH3:37])[C:9](=[O:26])[C:10]=1[CH2:11][C:12]1[CH:17]=[CH:16][C:15]([C:18]2[C:19]([C:24]#[N:25])=[CH:20][CH:21]=[CH:22][CH:23]=2)=[CH:14][CH:13]=1)[CH2:2][CH2:3][CH3:4]. The yield is 0.300. (4) The reactants are [Cl:1][C:2]1[CH:7]=[CH:6][C:5]([CH:8]([CH2:13]O)[C:9]([O:11][CH3:12])=[O:10])=[CH:4][CH:3]=1.CS(Cl)(=O)=O. The catalyst is C(Cl)Cl. The product is [Cl:1][C:2]1[CH:3]=[CH:4][C:5]([C:8](=[CH2:13])[C:9]([O:11][CH3:12])=[O:10])=[CH:6][CH:7]=1. The yield is 0.850.